From a dataset of Reaction yield outcomes from USPTO patents with 853,638 reactions. Predict the reaction yield, written as a fraction of the theoretical maximum amount of product (1.0 means a 100% yield; for example, 0.34 means a 34% yield). The reactants are [N:1]1[CH:6]=[C:5](C#N)[CH:4]=[N:3][CH:2]=1.[N:9]1C=CC=C[CH:10]=1.[SH:15][CH:16]([CH3:20])[C:17](O)=[O:18]. The catalyst is C(O)C. The product is [CH3:20][C:16]1[S:15][C:10]([C:2]2[N:1]=[CH:6][CH:5]=[CH:4][N:3]=2)=[N:9][C:17]=1[OH:18]. The yield is 0.850.